This data is from Reaction yield outcomes from USPTO patents with 853,638 reactions. The task is: Predict the reaction yield, written as a fraction of the theoretical maximum amount of product (1.0 means a 100% yield; for example, 0.34 means a 34% yield). (1) The reactants are Cl[C:2]1[CH:7]=[C:6]([C:8]2[CH2:13][CH2:12][CH2:11][CH:10]([CH3:14])[CH:9]=2)[CH:5]=[CH:4][N:3]=1.[NH2:15][C:16]1[N:21]=[C:20]([C:22]2[S:26][C:25]([C:27]3([OH:41])[CH2:36][CH2:35][CH2:34][C:33]4[CH:32]=[C:31]([C:37]([O:39][CH3:40])=[O:38])[CH:30]=[CH:29][C:28]3=4)=[N:24][CH:23]=2)[CH:19]=[C:18]([CH3:42])[CH:17]=1.CC1(C)C2C(=C(P(C3C=CC=CC=3)C3C=CC=CC=3)C=CC=2)OC2C(P(C3C=CC=CC=3)C3C=CC=CC=3)=CC=CC1=2.C(=O)([O-])[O-].[Cs+].[Cs+]. The catalyst is C1C=CC(/C=C/C(/C=C/C2C=CC=CC=2)=O)=CC=1.C1C=CC(/C=C/C(/C=C/C2C=CC=CC=2)=O)=CC=1.C1C=CC(/C=C/C(/C=C/C2C=CC=CC=2)=O)=CC=1.[Pd].[Pd].O1CCOCC1. The product is [OH:41][C@:27]1([C:25]2[S:26][C:22]([C:20]3[CH:19]=[C:18]([CH3:42])[CH:17]=[C:16]([NH:15][C:2]4[CH:7]=[C:6]([C:8]5[CH2:13][CH2:12][CH2:11][CH:10]([CH3:14])[CH:9]=5)[CH:5]=[CH:4][N:3]=4)[N:21]=3)=[CH:23][N:24]=2)[CH2:36][CH2:35][CH2:34][C:33]2[CH:32]=[C:31]([C:37]([O:39][CH3:40])=[O:38])[CH:30]=[CH:29][C:28]1=2. The yield is 0.520. (2) The reactants are [Cl:1][C:2]1[CH:3]=[CH:4][CH:5]=[C:6]2[C:11]=1[N:10]=[C:9]([CH2:12]Cl)[N:8]([C:14]1[CH:19]=[CH:18][CH:17]=[CH:16][C:15]=1[Cl:20])[C:7]2=[O:21].[N:22]1[C:30]([NH2:31])=[C:29]2[C:25]([N:26]=[CH:27][NH:28]2)=[N:24][CH:23]=1.C([O-])([O-])=O.[K+].[K+]. The catalyst is CN(C=O)C. The product is [NH2:31][C:30]1[N:22]=[CH:23][N:24]=[C:25]2[C:29]=1[N:28]=[CH:27][N:26]2[CH2:12][C:9]1[N:8]([C:14]2[CH:19]=[CH:18][CH:17]=[CH:16][C:15]=2[Cl:20])[C:7](=[O:21])[C:6]2[C:11](=[C:2]([Cl:1])[CH:3]=[CH:4][CH:5]=2)[N:10]=1. The yield is 0.390. (3) The reactants are [N:1]1[CH:6]=[C:5]([CH2:7][C:8]2[C:9](=[O:15])[NH:10][C:11](=[S:14])[NH:12][CH:13]=2)[CH:4]=[N:3][CH:2]=1.CCN(C(C)C)C(C)C.[Cl:25][C:26]1[CH:42]=[CH:41][C:29]([O:30][C:31]2[CH:38]=[CH:37][C:36]([CH2:39]Cl)=[CH:35][C:32]=2[C:33]#[N:34])=[CH:28][C:27]=1[C:43]([F:46])([F:45])[F:44]. The catalyst is C(Cl)Cl. The product is [Cl:25][C:26]1[CH:42]=[CH:41][C:29]([O:30][C:31]2[CH:38]=[CH:37][C:36]([CH2:39][S:14][C:11]3[NH:12][CH:13]=[C:8]([CH2:7][C:5]4[CH:6]=[N:1][CH:2]=[N:3][CH:4]=4)[C:9](=[O:15])[N:10]=3)=[CH:35][C:32]=2[C:33]#[N:34])=[CH:28][C:27]=1[C:43]([F:44])([F:45])[F:46]. The yield is 0.431. (4) The reactants are [CH2:1]([O:8][C:9]1[CH:10]=[C:11]2[N:21]([C:22]([O:24][C:25]([CH3:28])([CH3:27])[CH3:26])=[O:23])[CH2:20][CH:19]([CH2:29]OS(C)(=O)=O)[C:12]2=[C:13]2[C:18]=1[N:17]=[CH:16][CH:15]=[CH:14]2)[C:2]1[CH:7]=[CH:6][CH:5]=[CH:4][CH:3]=1.[Li+].[Cl-:36]. The catalyst is CN(C=O)C. The product is [CH2:1]([O:8][C:9]1[CH:10]=[C:11]2[N:21]([C:22]([O:24][C:25]([CH3:28])([CH3:27])[CH3:26])=[O:23])[CH2:20][CH:19]([CH2:29][Cl:36])[C:12]2=[C:13]2[C:18]=1[N:17]=[CH:16][CH:15]=[CH:14]2)[C:2]1[CH:7]=[CH:6][CH:5]=[CH:4][CH:3]=1. The yield is 0.890. (5) The reactants are [Cl:1][C:2]1[CH:10]=[C:9]([C:11]2[CH:12]=[N:13][N:14]([CH3:16])[CH:15]=2)[CH:8]=[C:7]2[C:3]=1[CH2:4][CH2:5][NH:6]2.Br[C:18]1[C:22]2[CH2:23][N:24]([C:27](=[O:29])[CH3:28])[CH2:25][CH2:26][C:21]=2[N:20]([CH:30]2[CH2:34][CH2:33][O:32][CH2:31]2)[N:19]=1.C(O[Na])(C)(C)C.COC(C)(C)C.C1(P(C2CCCCC2)C2C=CC=CC=2C2C(OC(C)C)=CC=CC=2OC(C)C)CCCCC1. The catalyst is O1CCOCC1.O. The product is [Cl:1][C:2]1[CH:10]=[C:9]([C:11]2[CH:12]=[N:13][N:14]([CH3:16])[CH:15]=2)[CH:8]=[C:7]2[C:3]=1[CH2:4][CH2:5][N:6]2[C:18]1[C:22]2[CH2:23][N:24]([C:27](=[O:29])[CH3:28])[CH2:25][CH2:26][C:21]=2[N:20]([CH:30]2[CH2:34][CH2:33][O:32][CH2:31]2)[N:19]=1. The yield is 0.360. (6) The reactants are [F:1][C:2]([F:19])([F:18])[C:3]1[CH:17]=[CH:16][C:6]([O:7][C:8]2[CH:15]=[CH:14][C:11]([CH:12]=O)=[CH:10][CH:9]=2)=[CH:5][CH:4]=1.[F:20][C:21]1[CH:26]=[CH:25][C:24]([CH2:27][NH2:28])=[CH:23][CH:22]=1.C(O)(=O)C.C(O[BH-](OC(=O)C)OC(=O)C)(=O)C.[Na+]. The catalyst is ClC(Cl)C. The product is [F:20][C:21]1[CH:26]=[CH:25][C:24]([CH2:27][NH:28][CH2:12][C:11]2[CH:14]=[CH:15][C:8]([O:7][C:6]3[CH:16]=[CH:17][C:3]([C:2]([F:19])([F:18])[F:1])=[CH:4][CH:5]=3)=[CH:9][CH:10]=2)=[CH:23][CH:22]=1. The yield is 0.240.